This data is from Forward reaction prediction with 1.9M reactions from USPTO patents (1976-2016). The task is: Predict the product of the given reaction. (1) Given the reactants I[C:2]1[CH:3]=[N:4][N:5]2[CH:10]=[CH:9][C:8]([C:11]3[CH:16]=[CH:15][C:14]([C:17]([N:19]4[CH2:24][CH2:23][O:22][CH2:21][CH2:20]4)=[O:18])=[CH:13][CH:12]=3)=[N:7][C:6]=12.[C:25]([C:27]1[CH:32]=[CH:31][N:30]=[C:29]([NH2:33])[CH:28]=1)#[CH:26].CCN(C(C)C)C(C)C, predict the reaction product. The product is: [NH2:33][C:29]1[CH:28]=[C:27]([C:25]#[C:26][C:2]2[CH:3]=[N:4][N:5]3[CH:10]=[CH:9][C:8]([C:11]4[CH:16]=[CH:15][C:14]([C:17]([N:19]5[CH2:24][CH2:23][O:22][CH2:21][CH2:20]5)=[O:18])=[CH:13][CH:12]=4)=[N:7][C:6]=23)[CH:32]=[CH:31][N:30]=1. (2) The product is: [Cl:1][C:2]1[C:3]([O:32][CH3:33])=[C:4](/[C:17](/[CH2:30][CH3:31])=[C:18](/[F:29])\[CH:19]=[CH:20]\[C:21](\[CH3:28])=[CH:22]\[C:23]([OH:25])=[O:24])[CH:5]=[C:6]2[C:11]=1[O:10][C:9]([CH3:13])([CH3:12])[CH:8]=[C:7]2[CH:14]([CH3:16])[CH3:15]. Given the reactants [Cl:1][C:2]1[C:3]([O:32][CH3:33])=[C:4](/[C:17](/[CH2:30][CH3:31])=[C:18](/[F:29])\[CH:19]=[CH:20]\[C:21](\[CH3:28])=[CH:22]\[C:23]([O:25]CC)=[O:24])[CH:5]=[C:6]2[C:11]=1[O:10][C:9]([CH3:13])([CH3:12])[CH:8]=[C:7]2[CH:14]([CH3:16])[CH3:15].[OH-].[Na+], predict the reaction product.